Task: Regression. Given two drug SMILES strings and cell line genomic features, predict the synergy score measuring deviation from expected non-interaction effect.. Dataset: NCI-60 drug combinations with 297,098 pairs across 59 cell lines (1) Drug 1: C1=CN(C(=O)N=C1N)C2C(C(C(O2)CO)O)O.Cl. Drug 2: CCN(CC)CCNC(=O)C1=C(NC(=C1C)C=C2C3=C(C=CC(=C3)F)NC2=O)C. Cell line: SF-295. Synergy scores: CSS=7.46, Synergy_ZIP=-3.68, Synergy_Bliss=-2.23, Synergy_Loewe=-6.22, Synergy_HSA=-3.23. (2) Drug 1: C1CCC(C1)C(CC#N)N2C=C(C=N2)C3=C4C=CNC4=NC=N3. Drug 2: C#CCC(CC1=CN=C2C(=N1)C(=NC(=N2)N)N)C3=CC=C(C=C3)C(=O)NC(CCC(=O)O)C(=O)O. Cell line: RPMI-8226. Synergy scores: CSS=-0.968, Synergy_ZIP=0.191, Synergy_Bliss=-1.12, Synergy_Loewe=-2.07, Synergy_HSA=-5.87. (3) Drug 1: CS(=O)(=O)C1=CC(=C(C=C1)C(=O)NC2=CC(=C(C=C2)Cl)C3=CC=CC=N3)Cl. Drug 2: CCN(CC)CCNC(=O)C1=C(NC(=C1C)C=C2C3=C(C=CC(=C3)F)NC2=O)C. Cell line: UACC-257. Synergy scores: CSS=-0.655, Synergy_ZIP=0.766, Synergy_Bliss=1.39, Synergy_Loewe=-1.27, Synergy_HSA=-1.33. (4) Drug 1: CC1=C(C=C(C=C1)C(=O)NC2=CC(=CC(=C2)C(F)(F)F)N3C=C(N=C3)C)NC4=NC=CC(=N4)C5=CN=CC=C5. Drug 2: CC(C)NC(=O)C1=CC=C(C=C1)CNNC.Cl. Cell line: SNB-75. Synergy scores: CSS=0.0175, Synergy_ZIP=2.63, Synergy_Bliss=5.99, Synergy_Loewe=1.93, Synergy_HSA=2.77. (5) Drug 1: C1=NC(=NC(=O)N1C2C(C(C(O2)CO)O)O)N. Drug 2: CC12CCC3C(C1CCC2O)C(CC4=C3C=CC(=C4)O)CCCCCCCCCS(=O)CCCC(C(F)(F)F)(F)F. Cell line: SNB-75. Synergy scores: CSS=2.83, Synergy_ZIP=-0.995, Synergy_Bliss=1.93, Synergy_Loewe=2.76, Synergy_HSA=2.31. (6) Drug 1: C1=CN(C=N1)CC(O)(P(=O)(O)O)P(=O)(O)O. Drug 2: C1C(C(OC1N2C=NC3=C2NC=NCC3O)CO)O. Cell line: SF-539. Synergy scores: CSS=3.41, Synergy_ZIP=2.80, Synergy_Bliss=5.73, Synergy_Loewe=1.28, Synergy_HSA=2.35. (7) Drug 1: CC1C(C(CC(O1)OC2CC(CC3=C2C(=C4C(=C3O)C(=O)C5=C(C4=O)C(=CC=C5)OC)O)(C(=O)C)O)N)O.Cl. Drug 2: CC1=C(C(CCC1)(C)C)C=CC(=CC=CC(=CC(=O)O)C)C. Cell line: MALME-3M. Synergy scores: CSS=44.6, Synergy_ZIP=1.22, Synergy_Bliss=4.26, Synergy_Loewe=7.31, Synergy_HSA=7.59. (8) Drug 1: CC12CCC(CC1=CCC3C2CCC4(C3CC=C4C5=CN=CC=C5)C)O. Drug 2: CCC1(CC2CC(C3=C(CCN(C2)C1)C4=CC=CC=C4N3)(C5=C(C=C6C(=C5)C78CCN9C7C(C=CC9)(C(C(C8N6C)(C(=O)OC)O)OC(=O)C)CC)OC)C(=O)OC)O.OS(=O)(=O)O. Cell line: K-562. Synergy scores: CSS=49.1, Synergy_ZIP=3.97, Synergy_Bliss=6.74, Synergy_Loewe=-28.5, Synergy_HSA=6.30.